This data is from Reaction yield outcomes from USPTO patents with 853,638 reactions. The task is: Predict the reaction yield, written as a fraction of the theoretical maximum amount of product (1.0 means a 100% yield; for example, 0.34 means a 34% yield). (1) The reactants are [Br:1][C:2]1[CH:7]=[CH:6][C:5]([C@@H:8]([N:10]2[CH2:15][CH2:14][C@:13]([CH2:23][CH:24]([CH3:27])[C:25]#[N:26])([C:16]3[CH:21]=[CH:20][C:19]([F:22])=[CH:18][CH:17]=3)[O:12][C:11]2=[O:28])[CH3:9])=[CH:4][CH:3]=1.CI.[Li+].[CH3:32][Si]([N-][Si](C)(C)C)(C)C. The catalyst is C1COCC1. The product is [Br:1][C:2]1[CH:7]=[CH:6][C:5]([C@@H:8]([N:10]2[CH2:15][CH2:14][C@:13]([CH2:23][C:24]([CH3:32])([CH3:27])[C:25]#[N:26])([C:16]3[CH:21]=[CH:20][C:19]([F:22])=[CH:18][CH:17]=3)[O:12][C:11]2=[O:28])[CH3:9])=[CH:4][CH:3]=1. The yield is 0.740. (2) The reactants are [CH:1]12[C:10](=[O:11])[O:9][C:7](=[O:8])[CH:2]1[CH2:3][CH2:4][CH2:5][CH2:6]2.[CH2:12]([OH:21])[CH2:13][CH2:14][CH2:15][CH2:16][CH2:17][CH:18]([CH3:20])[CH3:19].[CH2:22](Cl)[C:23]1[CH:28]=[CH:27][CH:26]=[CH:25][CH:24]=1. No catalyst specified. The product is [CH:2]1([C:7]([O:9][CH2:22][C:23]2[CH:28]=[CH:27][CH:26]=[CH:25][CH:24]=2)=[O:8])[CH2:3][CH2:4][CH2:5][CH2:6][CH:1]1[C:10]([O:21][CH2:12][CH2:13][CH2:14][CH2:15][CH2:16][CH2:17][CH:18]([CH3:20])[CH3:19])=[O:11]. The yield is 0.965.